This data is from Full USPTO retrosynthesis dataset with 1.9M reactions from patents (1976-2016). The task is: Predict the reactants needed to synthesize the given product. (1) The reactants are: [CH:1]([C:3]1[S:4][C:5]2[CH2:6][N:7]([C:12]([O:14][C:15]([CH3:18])([CH3:17])[CH3:16])=[O:13])[CH2:8][CH2:9][C:10]=2[N:11]=1)=O.[O:19]1[C:23]([C:24]2[CH:29]=[CH:28][C:27]([NH:30][NH2:31])=[CH:26][CH:25]=2)=[CH:22][N:21]=[CH:20]1. Given the product [O:19]1[C:23]([C:24]2[CH:25]=[CH:26][C:27]([NH:30][N:31]=[CH:1][C:3]3[S:4][C:5]4[CH2:6][N:7]([C:12]([O:14][C:15]([CH3:18])([CH3:17])[CH3:16])=[O:13])[CH2:8][CH2:9][C:10]=4[N:11]=3)=[CH:28][CH:29]=2)=[CH:22][N:21]=[CH:20]1, predict the reactants needed to synthesize it. (2) Given the product [Br:1][C:2]1[CH:10]=[CH:9][C:5]([C:6]([N:23]2[CH2:28][CH2:27][O:26][CH2:25][CH2:24]2)=[O:8])=[CH:4][C:3]=1[F:11], predict the reactants needed to synthesize it. The reactants are: [Br:1][C:2]1[CH:10]=[CH:9][C:5]([C:6]([OH:8])=O)=[CH:4][C:3]=1[F:11].CCN=C=NCCCN(C)C.[NH:23]1[CH2:28][CH2:27][O:26][CH2:25][CH2:24]1.O. (3) Given the product [NH2:11][C:8]1[N:9]=[CH:10][C:5]2[S:4][CH:3]=[C:2]([C:15]3[CH:16]=[C:17]([CH:21]=[CH:22][CH:23]=3)[C:18]([OH:20])=[O:19])[C:6]=2[N:7]=1, predict the reactants needed to synthesize it. The reactants are: Br[C:2]1[C:6]2[N:7]=[C:8]([NH2:11])[N:9]=[CH:10][C:5]=2[S:4][CH:3]=1.B([C:15]1[CH:16]=[C:17]([CH:21]=[CH:22][CH:23]=1)[C:18]([OH:20])=[O:19])(O)O.